This data is from Full USPTO retrosynthesis dataset with 1.9M reactions from patents (1976-2016). The task is: Predict the reactants needed to synthesize the given product. (1) Given the product [Cl:1][C:2]1[CH:3]=[C:4]([C:9]2[N:13]([CH3:14])[N:12]=[C:11]([C:15](=[N:17][NH:18][C:19]([C:21]3[S:25][C:24]([C:26]([OH:28])=[O:27])=[CH:23][CH:22]=3)=[O:20])[CH3:16])[C:10]=2[OH:30])[CH:5]=[CH:6][C:7]=1[Cl:8], predict the reactants needed to synthesize it. The reactants are: [Cl:1][C:2]1[CH:3]=[C:4]([C:9]2[N:13]([CH3:14])[N:12]=[C:11]([C:15](=[N:17][NH:18][C:19]([C:21]3[S:25][C:24]([C:26]([O:28]C)=[O:27])=[CH:23][CH:22]=3)=[O:20])[CH3:16])[C:10]=2[OH:30])[CH:5]=[CH:6][C:7]=1[Cl:8].[OH-].[Na+]. (2) The reactants are: [CH3:1][O:2][C:3]1[CH:4]=[C:5]([C:11]2[CH:21]=[N:20][C:14]3[N:15]=[C:16]([NH2:19])[N:17]=[CH:18][C:13]=3[CH:12]=2)[CH:6]=[C:7]([O:9][CH3:10])[CH:8]=1.[H-].[Na+].F[C:25]1[C:30]([N+:31]([O-:33])=[O:32])=[CH:29][CH:28]=[CH:27][C:26]=1[CH3:34]. Given the product [CH3:1][O:2][C:3]1[CH:4]=[C:5]([C:11]2[CH:21]=[N:20][C:14]3[N:15]=[C:16]([NH:19][C:25]4[C:30]([N+:31]([O-:33])=[O:32])=[CH:29][CH:28]=[CH:27][C:26]=4[CH3:34])[N:17]=[CH:18][C:13]=3[CH:12]=2)[CH:6]=[C:7]([O:9][CH3:10])[CH:8]=1, predict the reactants needed to synthesize it. (3) Given the product [C:1]1([CH:7]2[CH2:12][NH:11][CH2:10][CH2:9][N:8]2[C:20]([O:22][CH2:23][C:24]2[CH:25]=[CH:26][CH:27]=[CH:28][CH:29]=2)=[O:21])[CH:2]=[CH:3][CH:4]=[CH:5][CH:6]=1, predict the reactants needed to synthesize it. The reactants are: [C:1]1([CH:7]2[CH2:12][N:11](C(OC(C)(C)C)=O)[CH2:10][CH2:9][N:8]2[C:20]([O:22][CH2:23][C:24]2[CH:29]=[CH:28][CH:27]=[CH:26][CH:25]=2)=[O:21])[CH:6]=[CH:5][CH:4]=[CH:3][CH:2]=1.FC(F)(F)C(O)=O. (4) Given the product [C:1]([C:3]1[C:4]([O:26][CH3:27])=[CH:5][C:6]([C@@H:9]2[O:14][CH2:13][C@H:12]3[CH2:15][N:16]([C:19]([O:21][C:22]([CH3:23])([CH3:24])[CH3:25])=[O:20])[CH2:17][CH2:18][N:11]3[CH2:10]2)=[CH:7][C:8]=1[F:28])#[N:2], predict the reactants needed to synthesize it. The reactants are: [C:1]([C:3]1[CH:8]=[CH:7][C:6]([C@@H:9]2[O:14][CH2:13][C@H:12]3[CH2:15][N:16]([C:19]([O:21][C:22]([CH3:25])([CH3:24])[CH3:23])=[O:20])[CH2:17][CH2:18][N:11]3[CH2:10]2)=[CH:5][C:4]=1[O:26][CH3:27])#[N:2].[F:28]C1C=C(C2CO2)C=C(OC)C=1C#N.OC[C@@H]1NCCN(C(OC(C)(C)C)=O)C1. (5) Given the product [Cl:21][C:16]1[CH:15]=[C:14]([S:13][C:12]2[N:4]([CH2:3][CH2:2][N:27]3[CH2:28][CH2:29][N:24]([CH3:23])[CH2:25][CH2:26]3)[C:5]3[C:10]([N:11]=2)=[C:9]([NH2:22])[N:8]=[CH:7][N:6]=3)[CH:19]=[C:18]([Cl:20])[CH:17]=1, predict the reactants needed to synthesize it. The reactants are: Br[CH2:2][CH2:3][N:4]1[C:12]([S:13][C:14]2[CH:19]=[C:18]([Cl:20])[CH:17]=[C:16]([Cl:21])[CH:15]=2)=[N:11][C:10]2[C:5]1=[N:6][CH:7]=[N:8][C:9]=2[NH2:22].[CH3:23][N:24]1[CH2:29][CH2:28][NH:27][CH2:26][CH2:25]1. (6) Given the product [CH3:19][O:18][C:14]1[CH:13]=[C:12]([C:11]2[NH:21][C:3](=[O:2])[C:5]3[S:6][CH:7]=[CH:8][C:9]=3[N:10]=2)[CH:17]=[CH:16][CH:15]=1, predict the reactants needed to synthesize it. The reactants are: C[O:2][C:3]([C:5]1[S:6][CH:7]=[CH:8][C:9]=1[NH:10][C:11](=O)[C:12]1[CH:17]=[CH:16][CH:15]=[C:14]([O:18][CH3:19])[CH:13]=1)=O.[NH3:21].